Dataset: NCI-60 drug combinations with 297,098 pairs across 59 cell lines. Task: Regression. Given two drug SMILES strings and cell line genomic features, predict the synergy score measuring deviation from expected non-interaction effect. (1) Drug 1: CC1=CC2C(CCC3(C2CCC3(C(=O)C)OC(=O)C)C)C4(C1=CC(=O)CC4)C. Drug 2: C1C(C(OC1N2C=NC3=C(N=C(N=C32)Cl)N)CO)O. Cell line: NCIH23. Synergy scores: CSS=-6.59, Synergy_ZIP=0.0376, Synergy_Bliss=-3.60, Synergy_Loewe=-9.54, Synergy_HSA=-6.22. (2) Drug 1: C1=C(C(=O)NC(=O)N1)F. Drug 2: CCC1(C2=C(COC1=O)C(=O)N3CC4=CC5=C(C=CC(=C5CN(C)C)O)N=C4C3=C2)O.Cl. Cell line: K-562. Synergy scores: CSS=42.3, Synergy_ZIP=-10.3, Synergy_Bliss=-9.44, Synergy_Loewe=-9.01, Synergy_HSA=-7.11. (3) Drug 1: CN1CCC(CC1)COC2=C(C=C3C(=C2)N=CN=C3NC4=C(C=C(C=C4)Br)F)OC. Drug 2: CC1=C(C(=O)C2=C(C1=O)N3CC4C(C3(C2COC(=O)N)OC)N4)N. Cell line: NCI-H522. Synergy scores: CSS=40.7, Synergy_ZIP=-3.76, Synergy_Bliss=2.07, Synergy_Loewe=-2.62, Synergy_HSA=5.45. (4) Drug 2: CS(=O)(=O)OCCCCOS(=O)(=O)C. Cell line: MOLT-4. Drug 1: CC1OCC2C(O1)C(C(C(O2)OC3C4COC(=O)C4C(C5=CC6=C(C=C35)OCO6)C7=CC(=C(C(=C7)OC)O)OC)O)O. Synergy scores: CSS=87.4, Synergy_ZIP=4.85, Synergy_Bliss=4.84, Synergy_Loewe=0.573, Synergy_HSA=6.52.